From a dataset of Forward reaction prediction with 1.9M reactions from USPTO patents (1976-2016). Predict the product of the given reaction. (1) Given the reactants [H-].[Al+3].[Li+].[H-].[H-].[H-].[CH2:7]([N:9]1[CH2:13][CH2:12][C@@H:11]([CH2:14][C:15]#[N:16])[CH2:10]1)[CH3:8].O.[OH-].[Na+], predict the reaction product. The product is: [CH2:7]([N:9]1[CH2:13][CH2:12][C@@H:11]([CH2:14][CH2:15][NH2:16])[CH2:10]1)[CH3:8]. (2) Given the reactants [NH2:1][C:2]1[CH:10]=[C:9]([F:11])[CH:8]=[CH:7][C:3]=1[C:4]([OH:6])=[O:5].[N:12]1[CH:17]=[CH:16][C:15]([CH:18]=O)=[CH:14][CH:13]=1.C(O[BH-](OC(=O)C)OC(=O)C)(=O)C.[Na+], predict the reaction product. The product is: [F:11][C:9]1[CH:8]=[CH:7][C:3]([C:4]([OH:6])=[O:5])=[C:2]([NH:1][CH2:18][C:15]2[CH:16]=[CH:17][N:12]=[CH:13][CH:14]=2)[CH:10]=1. (3) Given the reactants Br[C:2]1[N:7]=[CH:6][C:5]2[N:8]=[C:9]([C:13]3[C:14]([NH2:18])=[N:15][O:16][N:17]=3)[N:10]([CH2:11][CH3:12])[C:4]=2[CH:3]=1.N[C:20]1[CH:25]=[CH:24][CH:23]=[CH:22][CH:21]=1.[N:26]1[C:39]2C(=CC=C3[C:38]=2[N:37]=[CH:36][CH:35]=C3)C=C[CH:27]=1.[C:40]([O-:43])([O-])=O.[Cs+].[Cs+].CO[CH2:48][CH2:49][O:50]C, predict the reaction product. The product is: [CH2:11]([N:10]1[C:4]2[CH:3]=[C:2]([O:50][C:49]3[CH:20]=[CH:25][CH:24]=[C:23]([CH2:22][CH2:21][C:40]([N:37]4[CH2:38][CH2:39][N:26]([CH3:27])[CH2:35][CH2:36]4)=[O:43])[CH:48]=3)[N:7]=[CH:6][C:5]=2[N:8]=[C:9]1[C:13]1[C:14]([NH2:18])=[N:15][O:16][N:17]=1)[CH3:12].